From a dataset of Peptide-MHC class II binding affinity with 134,281 pairs from IEDB. Regression. Given a peptide amino acid sequence and an MHC pseudo amino acid sequence, predict their binding affinity value. This is MHC class II binding data. (1) The peptide sequence is PAAHAAQGYKVLVLNPSVAA. The MHC is DRB1_0301 with pseudo-sequence DRB1_0301. The binding affinity (normalized) is 0.418. (2) The peptide sequence is SAGRSRRSRRAIDLP. The MHC is HLA-DQA10201-DQB10301 with pseudo-sequence HLA-DQA10201-DQB10301. The binding affinity (normalized) is 0.490. (3) The peptide sequence is IKSDKPLKGPFNFRF. The MHC is DRB1_0901 with pseudo-sequence DRB1_0901. The binding affinity (normalized) is 0.296. (4) The peptide sequence is EFVKIVQKRGIVKENI. The MHC is HLA-DPA10103-DPB10401 with pseudo-sequence HLA-DPA10103-DPB10401. The binding affinity (normalized) is 0.181. (5) The peptide sequence is KKITKVIMGAVLIWVGI. The MHC is DRB1_0301 with pseudo-sequence DRB1_0301. The binding affinity (normalized) is 0. (6) The peptide sequence is YDIFLANVSTVLTGK. The MHC is DRB1_0701 with pseudo-sequence DRB1_0701. The binding affinity (normalized) is 0.665. (7) The peptide sequence is DKGILTVSVAVSEGK. The MHC is DRB1_1302 with pseudo-sequence DRB1_1302. The binding affinity (normalized) is 0.613. (8) The peptide sequence is FLQRSVSTVCSRISR. The MHC is HLA-DQA10201-DQB10303 with pseudo-sequence HLA-DQA10201-DQB10303. The binding affinity (normalized) is 0.355.